From a dataset of Forward reaction prediction with 1.9M reactions from USPTO patents (1976-2016). Predict the product of the given reaction. (1) Given the reactants [CH2:1]([O:8][C:9](=[O:19])[NH:10][CH2:11][C@H:12]([NH2:18])[C@@H:13]([OH:17])[C:14]#[C:15][CH3:16])[C:2]1[CH:7]=[CH:6][CH:5]=[CH:4][CH:3]=1.CN1CCOCC1.[F:27][C:28]([F:43])([F:42])[C:29]1[CH:30]=[C:31]([CH:39]=[CH:40][CH:41]=1)[C:32]([NH:34][CH2:35][C:36](O)=[O:37])=[O:33].CN(C(ON1N=NC2C=CC=NC1=2)=[N+](C)C)C.F[P-](F)(F)(F)(F)F, predict the reaction product. The product is: [CH2:1]([O:8][C:9](=[O:19])[NH:10][CH2:11][C@H:12]([NH:18][C:36](=[O:37])[CH2:35][NH:34][C:32](=[O:33])[C:31]1[CH:39]=[CH:40][CH:41]=[C:29]([C:28]([F:27])([F:43])[F:42])[CH:30]=1)[C@@H:13]([OH:17])[C:14]#[C:15][CH3:16])[C:2]1[CH:3]=[CH:4][CH:5]=[CH:6][CH:7]=1. (2) Given the reactants [CH2:1]([N:3]1[C:7]([C:8]2[CH:9]=[C:10]([C:13]([OH:15])=O)[S:11][CH:12]=2)=[C:6]([CH3:16])[CH:5]=[N:4]1)[CH3:2].F[P-](F)(F)(F)(F)F.Br[P+](N1CCCC1)(N1CCCC1)N1CCCC1.CCN(C(C)C)C(C)C.[NH2:50][C@@H:51]([CH2:64]/[C:65](/[C:69](/[C:72]([F:75])([F:74])[F:73])=[CH:70]\[CH3:71])=[CH:66]/[CH:67]=C)[CH2:52][N:53]1[C:61](=[O:62])[C:60]2[C:55](=[CH:56][CH:57]=[CH:58][CH:59]=2)[C:54]1=[O:63], predict the reaction product. The product is: [O:63]=[C:54]1[C:55]2[C:60](=[CH:59][CH:58]=[CH:57][CH:56]=2)[C:61](=[O:62])[N:53]1[CH2:52][C@@H:51]([NH:50][C:13]([C:10]1[S:11][CH:12]=[C:8]([C:7]2[N:3]([CH2:1][CH3:2])[N:4]=[CH:5][C:6]=2[CH3:16])[CH:9]=1)=[O:15])[CH2:64][C:65]1[CH:66]=[CH:67][CH:71]=[CH:70][C:69]=1[C:72]([F:74])([F:75])[F:73]. (3) Given the reactants [CH3:1][C:2]1[NH:3][C:4](=[O:21])[CH2:5][CH:6]([C:11]2[CH:20]=[CH:19][C:18]3[C:13](=[CH:14][CH:15]=[CH:16][CH:17]=3)[CH:12]=2)[C:7]=1[C:8](O)=[O:9].[NH2:22][C:23]1[CH:24]=[C:25]2[C:29](=[CH:30][CH:31]=1)[NH:28][N:27]=[C:26]2[CH2:32][CH3:33].C(Cl)CCl.CCN(CC)CC, predict the reaction product. The product is: [CH2:32]([C:26]1[C:25]2[C:29](=[CH:30][CH:31]=[C:23]([NH:22][C:8]([C:7]3[CH:6]([C:11]4[CH:20]=[CH:19][C:18]5[C:13](=[CH:14][CH:15]=[CH:16][CH:17]=5)[CH:12]=4)[CH2:5][C:4](=[O:21])[NH:3][C:2]=3[CH3:1])=[O:9])[CH:24]=2)[NH:28][N:27]=1)[CH3:33]. (4) Given the reactants [Br:1][C:2]1[C:11]2[C:6](=[CH:7][CH:8]=[CH:9][CH:10]=2)[C:5]([CH:12](Br)Br)=[CH:4][CH:3]=1.[O:15]1CCCC1, predict the reaction product. The product is: [Br:1][C:2]1[C:11]2[C:6](=[CH:7][CH:8]=[CH:9][CH:10]=2)[C:5]([CH:12]=[O:15])=[CH:4][CH:3]=1. (5) Given the reactants [Br:1][C:2]1[CH:3]=[C:4]2[C:9](=[CH:10][CH:11]=1)[N:8]=[CH:7][CH:6]=[C:5]2Cl.[NH:13]1[CH2:18][CH2:17][O:16][CH2:15][CH2:14]1.C([O-])([O-])=O.[K+].[K+], predict the reaction product. The product is: [Br:1][C:2]1[CH:3]=[C:4]2[C:9](=[CH:10][CH:11]=1)[N:8]=[CH:7][CH:6]=[C:5]2[N:13]1[CH2:18][CH2:17][O:16][CH2:15][CH2:14]1. (6) Given the reactants [Si:1]([O:8][C:9]1[CH:15]=[CH:14][C:12]([NH2:13])=[CH:11][CH:10]=1)([C:4]([CH3:7])([CH3:6])[CH3:5])([CH3:3])[CH3:2].Br[C:17]1[CH:18]=[N:19][N:20]([CH:22]2[CH2:24][CH2:23]2)[CH:21]=1, predict the reaction product. The product is: [Si:1]([O:8][C:9]1[CH:15]=[CH:14][C:12]([NH:13][C:17]2[CH:18]=[N:19][N:20]([CH:22]3[CH2:24][CH2:23]3)[CH:21]=2)=[CH:11][CH:10]=1)([C:4]([CH3:7])([CH3:6])[CH3:5])([CH3:3])[CH3:2]. (7) Given the reactants [Br:1][C:2]1[CH:11]=[C:10]2[C:5]([CH2:6][CH2:7][CH2:8][C:9]2=[O:12])=[CH:4][CH:3]=1.Br[CH2:14][CH2:15][O:16][CH2:17][CH2:18]Br.CC([O-])(C)C.[K+], predict the reaction product. The product is: [Br:1][C:2]1[CH:11]=[C:10]2[C:5]([CH2:6][CH2:7][C:8]3([C:9]2=[O:12])[CH2:18][CH2:17][O:16][CH2:15][CH2:14]3)=[CH:4][CH:3]=1. (8) The product is: [Cl:13][C:10]1[CH:11]=[CH:12][C:7]([C:6]2[N:5]([C:14]3[CH:19]=[CH:18][C:17]([Cl:20])=[CH:16][C:15]=3[Cl:21])[N:4]=[C:3]([C:22]([O:24][CH2:25][CH3:26])=[O:23])[C:2]=2[CH:39]2[CH2:33][CH2:34]2)=[CH:8][CH:9]=1. Given the reactants Br[C:2]1[C:3]([C:22]([O:24][CH2:25][CH3:26])=[O:23])=[N:4][N:5]([C:14]2[CH:19]=[CH:18][C:17]([Cl:20])=[CH:16][C:15]=2[Cl:21])[C:6]=1[C:7]1[CH:12]=[CH:11][C:10]([Cl:13])=[CH:9][CH:8]=1.C(=O)([O-])[O-].[K+].[K+].[C:33]1([CH3:39])C=CC=C[CH:34]=1, predict the reaction product. (9) Given the reactants [OH:1][C:2]1[CH:3]=[C:4]([CH:9]=[C:10]([O:12][CH2:13][C:14]2[CH:19]=[CH:18][CH:17]=[CH:16][CH:15]=2)[CH:11]=1)[C:5]([O:7][CH3:8])=[O:6].Br[CH:21]1[CH2:25][CH2:24][N:23]([CH3:26])[C:22]1=[O:27].C(=O)([O-])[O-].[K+].[K+], predict the reaction product. The product is: [CH3:26][N:23]1[CH2:24][CH2:25][C@H:21]([O:1][C:2]2[CH:3]=[C:4]([CH:9]=[C:10]([O:12][CH2:13][C:14]3[CH:19]=[CH:18][CH:17]=[CH:16][CH:15]=3)[CH:11]=2)[C:5]([O:7][CH3:8])=[O:6])[C:22]1=[O:27].